From a dataset of Acute oral toxicity (LD50) regression data from Zhu et al.. Regression/Classification. Given a drug SMILES string, predict its toxicity properties. Task type varies by dataset: regression for continuous values (e.g., LD50, hERG inhibition percentage) or binary classification for toxic/non-toxic outcomes (e.g., AMES mutagenicity, cardiotoxicity, hepatotoxicity). Dataset: ld50_zhu. (1) The drug is CCOC(C1=NCC(C)(C)N1)c1ccc(Cl)c(Cl)c1. The rat oral LD50 is 3.44, given as -log10 of the dose in mol/kg body weight (higher means more acutely toxic). (2) The molecule is CC=CC#N. The rat oral LD50 is 2.60, given as -log10 of the dose in mol/kg body weight (higher means more acutely toxic). (3) The compound is C1=CC2C=CC1C2. The rat oral LD50 is 2.02, given as -log10 of the dose in mol/kg body weight (higher means more acutely toxic). (4) The compound is c1ccc(N(CC2CO2)CC2CO2)cc1. The rat oral LD50 is 2.10, given as -log10 of the dose in mol/kg body weight (higher means more acutely toxic). (5) The rat oral LD50 is 2.45, given as -log10 of the dose in mol/kg body weight (higher means more acutely toxic). The compound is CN(C)[Si](CC[Si](N(C)C)(N(C)C)N(C)C)(N(C)C)N(C)C. (6) The molecule is CCC(=O)O. The rat oral LD50 is 1.46, given as -log10 of the dose in mol/kg body weight (higher means more acutely toxic). (7) The molecule is CN1CCN(C(=O)OC2c3nccnc3C(=O)N2c2ccc(Cl)cn2)CC1. The rat oral LD50 is 2.67, given as -log10 of the dose in mol/kg body weight (higher means more acutely toxic). (8) The compound is CC(C)(C)c1cc(Br)c2nc(C(F)(F)F)[nH]c2c1. The rat oral LD50 is 3.30, given as -log10 of the dose in mol/kg body weight (higher means more acutely toxic). (9) The compound is O=Cc1ccccc1Cl. The rat oral LD50 is 1.81, given as -log10 of the dose in mol/kg body weight (higher means more acutely toxic).